Dataset: Reaction yield outcomes from USPTO patents with 853,638 reactions. Task: Predict the reaction yield, written as a fraction of the theoretical maximum amount of product (1.0 means a 100% yield; for example, 0.34 means a 34% yield). (1) The reactants are [CH3:1][C:2]([CH3:17])([CH3:16])[C:3]#[C:4][C:5]1[CH:11]=[C:10]([N+:12]([O-:14])=[O:13])[C:9]([F:15])=[CH:8][C:6]=1[NH2:7].CCN(CC)CC.[C:25](Cl)(=[O:29])[CH2:26][CH2:27][CH3:28].O. The catalyst is ClCCl. The product is [CH3:1][C:2]([CH3:17])([CH3:16])[C:3]#[C:4][C:5]1[CH:11]=[C:10]([N+:12]([O-:14])=[O:13])[C:9]([F:15])=[CH:8][C:6]=1[NH:7][C:25](=[O:29])[CH2:26][CH2:27][CH3:28]. The yield is 0.670. (2) The reactants are [CH3:1][C:2]([C:11]1[CH:16]=[CH:15][C:14]([N+:17]([O-:19])=[O:18])=[CH:13][CH:12]=1)([C:7](OC)=[O:8])[C:3](OC)=[O:4].[BH4-].[Na+]. The catalyst is CO. The product is [CH3:1][C:2]([C:11]1[CH:16]=[CH:15][C:14]([N+:17]([O-:19])=[O:18])=[CH:13][CH:12]=1)([CH2:3][OH:4])[CH2:7][OH:8]. The yield is 0.400.